Dataset: Reaction yield outcomes from USPTO patents with 853,638 reactions. Task: Predict the reaction yield, written as a fraction of the theoretical maximum amount of product (1.0 means a 100% yield; for example, 0.34 means a 34% yield). (1) The reactants are [CH2:1]([C@@H:8]1[NH:13][CH2:12][CH2:11][N:10]([C:14]2[CH:19]=[CH:18][C:17]([O:20][CH3:21])=[C:16]([O:22][CH:23]([CH3:25])[CH3:24])[CH:15]=2)[CH2:9]1)[C:2]1[CH:7]=[CH:6][CH:5]=[CH:4][CH:3]=1.C([O:28][C:29](=O)[CH2:30][C:31]1[NH:35][CH:34]=[N:33][N:32]=1)C. No catalyst specified. The product is [CH2:1]([C@H:8]1[CH2:9][N:10]([C:14]2[CH:19]=[CH:18][C:17]([O:20][CH3:21])=[C:16]([O:22][CH:23]([CH3:25])[CH3:24])[CH:15]=2)[CH2:11][CH2:12][N:13]1[C:29](=[O:28])[CH2:30][C:31]1[NH:35][CH:34]=[N:33][N:32]=1)[C:2]1[CH:3]=[CH:4][CH:5]=[CH:6][CH:7]=1. The yield is 0.250. (2) The reactants are [F:1][C:2]1[CH:10]=[C:9]2[C:5]([C:6]([C:20]3[CH:21]=[N:22][NH:23][CH:24]=3)=[CH:7][N:8]2[S:11]([C:14]2[CH:19]=[CH:18][CH:17]=[CH:16][CH:15]=2)(=[O:13])=[O:12])=[CH:4][CH:3]=1.Br[CH2:26][CH2:27][C:28]([NH2:30])=[O:29].C([O-])([O-])=O.[K+].[K+]. The catalyst is CC#N.CN(C=O)C. The product is [F:1][C:2]1[CH:10]=[C:9]2[C:5]([C:6]([C:20]3[CH:24]=[N:23][N:22]([CH2:26][CH2:27][C:28]([NH2:30])=[O:29])[CH:21]=3)=[CH:7][N:8]2[S:11]([C:14]2[CH:15]=[CH:16][CH:17]=[CH:18][CH:19]=2)(=[O:12])=[O:13])=[CH:4][CH:3]=1. The yield is 1.00.